From a dataset of Full USPTO retrosynthesis dataset with 1.9M reactions from patents (1976-2016). Predict the reactants needed to synthesize the given product. (1) The reactants are: [F:1][CH:2]([F:6])[C:3](F)=O.[N:7]1([CH:13]=[CH:14][C:15]([O:17]C)=[O:16])CCCC[CH2:8]1.[F-].[K+].C[NH:22]N.[OH-].[Na+]. Given the product [F:1][CH:2]([F:6])[C:3]1[C:14]([C:15]([OH:17])=[O:16])=[CH:13][N:7]([CH3:8])[N:22]=1, predict the reactants needed to synthesize it. (2) Given the product [CH3:18][C:16]1[S:15][C:13]2[N:14]=[C:9]([CH2:8][N:6]3[CH:7]=[C:3]([CH2:2][NH:1][C:33](=[O:35])[CH3:34])[C:4]([C:20]([F:22])([F:21])[F:23])=[N:5]3)[NH:10][C:11](=[O:19])[C:12]=2[CH:17]=1, predict the reactants needed to synthesize it. The reactants are: [NH2:1][CH2:2][C:3]1[C:4]([C:20]([F:23])([F:22])[F:21])=[N:5][N:6]([CH2:8][C:9]2[NH:10][C:11](=[O:19])[C:12]3[CH:17]=[C:16]([CH3:18])[S:15][C:13]=3[N:14]=2)[CH:7]=1.CCN(C(C)C)C(C)C.[C:33](Cl)(=[O:35])[CH3:34]. (3) Given the product [CH2:1]([O:5][C:6]([N:8]1[CH2:9][CH2:10][N:11]([C:14](=[O:40])[C@@H:15]([NH:26][C:27]([C:29]2[CH:38]=[C:37]([O:39][CH2:53][C:52]([O:51][C:47]([CH3:50])([CH3:49])[CH3:48])=[O:55])[C:36]3[C:31](=[CH:32][CH:33]=[CH:34][CH:35]=3)[N:30]=2)=[O:28])[CH2:16][CH2:17][O:18][CH2:19][C:20]2[CH:25]=[CH:24][CH:23]=[CH:22][CH:21]=2)[CH2:12][CH2:13]1)=[O:7])[CH2:2][CH2:3][CH3:4], predict the reactants needed to synthesize it. The reactants are: [CH2:1]([O:5][C:6]([N:8]1[CH2:13][CH2:12][N:11]([C:14](=[O:40])[C@@H:15]([NH:26][C:27]([C:29]2[CH:38]=[C:37]([OH:39])[C:36]3[C:31](=[CH:32][CH:33]=[CH:34][CH:35]=3)[N:30]=2)=[O:28])[CH2:16][CH2:17][O:18][CH2:19][C:20]2[CH:25]=[CH:24][CH:23]=[CH:22][CH:21]=2)[CH2:10][CH2:9]1)=[O:7])[CH2:2][CH2:3][CH3:4].C(=O)([O-])[O-].[Cs+].[Cs+].[C:47]([O:51][C:52](=[O:55])[CH2:53]Br)([CH3:50])([CH3:49])[CH3:48]. (4) Given the product [Cl:13][C:14]1[CH:19]=[C:18]([Cl:20])[CH:17]=[C:16]([Cl:21])[C:15]=1[S:22]([NH:12][C:9]1[S:10][CH:11]=[C:7]([C:3]2[S:4][CH:5]=[CH:6][C:2]=2[Cl:1])[N:8]=1)(=[O:24])=[O:23], predict the reactants needed to synthesize it. The reactants are: [Cl:1][C:2]1[CH:6]=[CH:5][S:4][C:3]=1[C:7]1[N:8]=[C:9]([NH2:12])[S:10][CH:11]=1.[Cl:13][C:14]1[CH:19]=[C:18]([Cl:20])[CH:17]=[C:16]([Cl:21])[C:15]=1[S:22](Cl)(=[O:24])=[O:23]. (5) The reactants are: [CH:1]([N:4]1[C:9]([CH3:10])=[CH:8][CH:7]=[C:6]([C:11]([O:13][CH2:14][CH3:15])=[O:12])[C:5]1=[O:16])([CH3:3])[CH3:2].[Br:17]N1C(=O)CCC1=O. Given the product [Br:17][C:8]1[CH:7]=[C:6]([C:11]([O:13][CH2:14][CH3:15])=[O:12])[C:5](=[O:16])[N:4]([CH:1]([CH3:2])[CH3:3])[C:9]=1[CH3:10], predict the reactants needed to synthesize it. (6) Given the product [F:31][C:30]([F:33])([F:32])[C:22]1[CH:21]=[C:20]([C@H:18]([O:17][C@@H:7]2[C@@H:8]([C:10]3[CH:15]=[CH:14][CH:13]=[CH:12][C:11]=3[CH3:16])[C@H:9]3[N:5]([C:4](=[O:34])[CH:3]([N:51]4[CH2:41][CH2:40][O:39][CH2:38][CH2:37]4)[CH2:2]3)[CH2:6]2)[CH3:19])[CH:25]=[C:24]([C:26]([F:27])([F:28])[F:29])[CH:23]=1, predict the reactants needed to synthesize it. The reactants are: N[CH:2]1[CH:9]2[N:5]([CH2:6][CH:7]([O:17][C@@H:18]([C:20]3[CH:25]=[C:24]([C:26]([F:29])([F:28])[F:27])[CH:23]=[C:22]([C:30]([F:33])([F:32])[F:31])[CH:21]=3)[CH3:19])[CH:8]2[C:10]2[CH:15]=[CH:14][CH:13]=[CH:12][C:11]=2[CH3:16])[C:4](=[O:34])[CH2:3]1.BrC[CH2:37][CH2:38][O:39][CH2:40][CH2:41]Br.C([O-])([O-])=O.[Na+].[Na+].CC#[N:51].